Dataset: Reaction yield outcomes from USPTO patents with 853,638 reactions. Task: Predict the reaction yield, written as a fraction of the theoretical maximum amount of product (1.0 means a 100% yield; for example, 0.34 means a 34% yield). (1) The reactants are Br[C:2]1[CH:3]=[CH:4][C:5]([NH:8][CH2:9][C:10]2[CH:15]=[CH:14][C:13]([C:16]([F:19])([F:18])[F:17])=[CH:12][CH:11]=2)=[N:6][CH:7]=1.C([Li])(C)(C)C.CN(C)[CH:27]=[O:28]. The catalyst is O1CCCC1. The product is [F:17][C:16]([F:19])([F:18])[C:13]1[CH:14]=[CH:15][C:10]([CH2:9][NH:8][C:5]2[N:6]=[CH:7][C:2]([CH:27]=[O:28])=[CH:3][CH:4]=2)=[CH:11][CH:12]=1. The yield is 0.560. (2) The reactants are [NH2:1][C:2]1[C:9]([F:10])=[CH:8]C(C#N)=[C:4]([O:11][CH3:12])[CH:3]=1.[OH-:13].[Na+].[CH2:15]([OH:17])[CH3:16]. No catalyst specified. The product is [NH2:1][C:2]1[C:9]([F:10])=[CH:8][C:16]([C:15]([OH:13])=[O:17])=[C:4]([O:11][CH3:12])[CH:3]=1. The yield is 0.800. (3) The reactants are [CH:1]1([OH:6])[CH2:5][CH:4]=[CH:3][CH2:2]1.N1C=CC=CC=1.[CH3:13][S:14](Cl)(=[O:16])=[O:15]. The catalyst is C(Cl)Cl. The product is [CH3:13][S:14]([O:6][CH:1]1[CH2:5][CH:4]=[CH:3][CH2:2]1)(=[O:16])=[O:15]. The yield is 0.680. (4) The reactants are [OH:1][C:2]([CH3:35])([CH3:34])[CH2:3][C@@:4]1([C:28]2[CH:33]=[CH:32][CH:31]=[CH:30][CH:29]=2)[O:9][C:8](=[O:10])[N:7]([C@H:11]([C:13]2[CH:18]=[CH:17][C:16](B3OC(C)(C)C(C)(C)O3)=[CH:15][CH:14]=2)[CH3:12])[CH2:6][CH2:5]1.Br[C:37]1[CH:38]=[CH:39][C:40](=[O:46])[N:41]([CH:43]([CH3:45])[CH3:44])[CH:42]=1. The catalyst is O1CCOCC1. The product is [OH:1][C:2]([CH3:35])([CH3:34])[CH2:3][C@@:4]1([C:28]2[CH:33]=[CH:32][CH:31]=[CH:30][CH:29]=2)[O:9][C:8](=[O:10])[N:7]([C@H:11]([C:13]2[CH:14]=[CH:15][C:16]([C:37]3[CH:38]=[CH:39][C:40](=[O:46])[N:41]([CH:43]([CH3:45])[CH3:44])[CH:42]=3)=[CH:17][CH:18]=2)[CH3:12])[CH2:6][CH2:5]1. The yield is 0.210. (5) The reactants are [CH3:1][N:2]1[C:6]([CH3:7])=[CH:5][C:4]([NH:8][C:9]2[C:14](=[O:15])[N:13]([CH3:16])[CH:12]=[C:11]([C:17]3[CH:22]=[CH:21][N:20]=[C:19]([N:23]4[CH2:35][CH2:34][C:33]5[N:32]6[C:27]([CH2:28][CH2:29][CH2:30][CH2:31]6)=[C:26]([F:36])[C:25]=5[C:24]4=[O:37])[C:18]=3[CH:38]=[O:39])[CH:10]=2)=[N:3]1.[BH4-].[Na+]. The catalyst is CO. The product is [CH3:1][N:2]1[C:6]([CH3:7])=[CH:5][C:4]([NH:8][C:9]2[C:14](=[O:15])[N:13]([CH3:16])[CH:12]=[C:11]([C:17]3[CH:22]=[CH:21][N:20]=[C:19]([N:23]4[CH2:35][CH2:34][C:33]5[N:32]6[C:27]([CH2:28][CH2:29][CH2:30][CH2:31]6)=[C:26]([F:36])[C:25]=5[C:24]4=[O:37])[C:18]=3[CH2:38][OH:39])[CH:10]=2)=[N:3]1. The yield is 0.520. (6) The reactants are C(O)(C(F)(F)F)=O.[Br:8][C:9]1[CH:42]=[CH:41][C:12]([NH:13][C:14]2[C:23]3[C:18](=[CH:19][C:20]([O:26][CH2:27][CH:28]4[CH2:33][CH2:32][N:31](C(OC(C)(C)C)=O)[CH2:30][CH2:29]4)=[C:21]([O:24][CH3:25])[CH:22]=3)[N:17]=[CH:16][N:15]=2)=[C:11]([F:43])[CH:10]=1. The catalyst is C(Cl)Cl. The product is [Br:8][C:9]1[CH:42]=[CH:41][C:12]([NH:13][C:14]2[C:23]3[C:18](=[CH:19][C:20]([O:26][CH2:27][CH:28]4[CH2:29][CH2:30][NH:31][CH2:32][CH2:33]4)=[C:21]([O:24][CH3:25])[CH:22]=3)[N:17]=[CH:16][N:15]=2)=[C:11]([F:43])[CH:10]=1. The yield is 0.705. (7) The reactants are [CH3:1][O:2][C:3]1[CH:4]=[C:5]2[C:9](=[CH:10][CH:11]=1)[NH:8][CH:7]=[CH:6]2.CC(C)([O-])C.[K+].[NH2:18]Cl. The catalyst is CN(C=O)C.CCOCC. The product is [CH3:1][O:2][C:3]1[CH:4]=[C:5]2[C:9](=[CH:10][CH:11]=1)[N:8]([NH2:18])[CH:7]=[CH:6]2. The yield is 0.140. (8) The reactants are [Cl-].O[NH3+:3].[C:4](=[O:7])([O-])[OH:5].[Na+].CS(C)=O.[CH2:13]([C:17]1[N:18]=[C:19]([CH:48]2[CH2:50][CH2:49]2)[N:20]([C:39]2[CH:44]=[CH:43][C:42]([O:45][CH2:46][CH3:47])=[CH:41][CH:40]=2)[C:21](=[O:38])[C:22]=1[CH2:23][C:24]1[CH:29]=[CH:28][C:27]([C:30]2[C:31]([C:36]#[N:37])=[CH:32][CH:33]=[CH:34][CH:35]=2)=[CH:26][CH:25]=1)[CH2:14][CH2:15][CH3:16]. The catalyst is C(OCC)(=O)C. The product is [CH2:13]([C:17]1[N:18]=[C:19]([CH:48]2[CH2:49][CH2:50]2)[N:20]([C:39]2[CH:44]=[CH:43][C:42]([O:45][CH2:46][CH3:47])=[CH:41][CH:40]=2)[C:21](=[O:38])[C:22]=1[CH2:23][C:24]1[CH:25]=[CH:26][C:27]([C:30]2[CH:35]=[CH:34][CH:33]=[CH:32][C:31]=2[C:36]2[NH:3][C:4](=[O:7])[O:5][N:37]=2)=[CH:28][CH:29]=1)[CH2:14][CH2:15][CH3:16]. The yield is 0.970. (9) The reactants are [Cl:1][C:2]1[CH:7]=[CH:6][C:5]([C@@H:8]2[C@@:10]3([C:18]4[C:13](=[CH:14][CH:15]=[CH:16][CH:17]=4)[N:12]([C:19]4[CH:20]=[C:21]([CH:25]=[C:26]([N:28]5[CH2:32][CH2:31][O:30][C:29]5=[O:33])[CH:27]=4)[C:22]([O-:24])=[O:23])[C:11]3=[O:34])[CH2:9]2)=[CH:4][CH:3]=1.[OH-].[Li+]. The catalyst is CO.O. The product is [Cl:1][C:2]1[CH:7]=[CH:6][C:5]([C@@H:8]2[C@@:10]3([C:18]4[C:13](=[CH:14][CH:15]=[CH:16][CH:17]=4)[N:12]([C:19]4[CH:20]=[C:21]([CH:25]=[C:26]([N:28]5[CH2:32][CH2:31][O:30][C:29]5=[O:33])[CH:27]=4)[C:22]([OH:24])=[O:23])[C:11]3=[O:34])[CH2:9]2)=[CH:4][CH:3]=1. The yield is 0.700.